Predict the reactants needed to synthesize the given product. From a dataset of Full USPTO retrosynthesis dataset with 1.9M reactions from patents (1976-2016). (1) Given the product [CH3:34][O:33][CH2:32][C@H:9]([NH:8][C:6](=[O:7])[O:5][C:1]([CH3:3])([CH3:2])[CH3:4])[CH2:10][NH:11][C:12]1[N:13]=[C:14]([NH:24][C:25]2[CH:26]=[C:27]([CH3:31])[CH:28]=[CH:29][CH:30]=2)[C:15]2[C:16](=[O:18])[NH:23][CH2:22][C:20]=2[CH:21]=1, predict the reactants needed to synthesize it. The reactants are: [C:1]([O:5][C:6]([NH:8][C@@H:9]([CH2:32][O:33][CH3:34])[CH2:10][NH:11][C:12]1[CH:21]=[C:20]([C:22]#[N:23])[C:15]([C:16]([O:18]C)=O)=[C:14]([NH:24][C:25]2[CH:26]=[C:27]([CH3:31])[CH:28]=[CH:29][CH:30]=2)[N:13]=1)=[O:7])([CH3:4])([CH3:3])[CH3:2].C(=O)([O-])[O-].[K+].[K+]. (2) Given the product [Cl:21][C:15]1[C:16]([N:18]([CH3:20])[CH3:19])=[CH:17][C:12]2[O:11][CH:10]([C:22]([N:24]3[CH2:29][CH2:28][C:27]([CH:30]([C:32]4[CH:33]=[CH:34][C:35]([F:38])=[CH:36][CH:37]=4)[OH:31])([C:39]#[N:40])[CH2:26][CH2:25]3)=[O:23])[CH2:9][NH:8][C:13]=2[CH:14]=1, predict the reactants needed to synthesize it. The reactants are: C(OC([N:8]1[C:13]2[CH:14]=[C:15]([Cl:21])[C:16]([N:18]([CH3:20])[CH3:19])=[CH:17][C:12]=2[O:11][CH:10]([C:22]([N:24]2[CH2:29][CH2:28][C:27]([C:39]#[N:40])([CH:30]([C:32]3[CH:37]=[CH:36][C:35]([F:38])=[CH:34][CH:33]=3)[OH:31])[CH2:26][CH2:25]2)=[O:23])[CH2:9]1)=O)(C)(C)C.FC(F)(F)C(O)=O. (3) Given the product [C:29]([O:33][C@@H:34]([C:37]1[C:38]([C:50]2[CH:51]=[CH:52][C:53]([Cl:56])=[CH:54][CH:55]=2)=[C:39]2[C:44](=[CH:45][C:46]=1[CH3:47])[N:43]=[C:42]([CH2:48][CH3:49])[CH:41]=[CH:40]2)[C:35]([OH:5])=[O:36])([CH3:30])([CH3:31])[CH3:32], predict the reactants needed to synthesize it. The reactants are: C([O:5]C(C1C(C2C=CC(Cl)=CC=2)=C2C(=CC=1Cl)N=C(C)C=C2)C(O)=O)(C)(C)C.[C:29]([O:33][C@@H:34]([C:37]1[C:38]([C:50]2[CH:55]=[CH:54][C:53]([Cl:56])=[CH:52][CH:51]=2)=[C:39]2[C:44](=[CH:45][C:46]=1[CH3:47])[N:43]=[C:42]([CH2:48][CH3:49])[CH:41]=[CH:40]2)[CH2:35][OH:36])([CH3:32])([CH3:31])[CH3:30].C(OC(C1C(C2C=CC(Cl)=CC=2)=C2C(=CC=1Cl)N=C(C)C=C2)CO)(C)(C)C. (4) Given the product [Br:1][C:2]1[C:3]([Cl:21])=[N:4][C:5]([N:13]2[CH:17]=[CH:16][CH:15]=[N:14]2)=[N:6][C:7]=1[N:8]1[CH:12]=[CH:11][CH:10]=[N:9]1, predict the reactants needed to synthesize it. The reactants are: [Br:1][C:2]1[C:3](=O)[NH:4][C:5]([N:13]2[CH:17]=[CH:16][CH:15]=[N:14]2)=[N:6][C:7]=1[N:8]1[CH:12]=[CH:11][CH:10]=[N:9]1.S(Cl)([Cl:21])=O. (5) Given the product [CH3:1][C:2]1[CH:35]=[C:34]([OH:36])[C:33]2[C:31](=[O:32])[C:25]3[C:26]([OH:30])=[CH:27][C:28]([OH:29])=[C:23]4[C:17]5[C:18]([OH:22])=[CH:19][C:20]([OH:21])=[C:15]6[C:13](=[O:14])[C:12]7=[C:7]8[C:6]([C:16]=56)=[C:5]([C:24]=34)[C:4]=2[C:3]=1[C:8]8=[C:9]([CH3:38])[CH:10]=[C:11]7[OH:37], predict the reactants needed to synthesize it. The reactants are: [CH3:1][C:2]1[CH:35]=[C:34]([OH:36])[C:33]2[C:31](=[O:32])[C:25]3[C:26]([OH:30])=[CH:27][C:28]([OH:29])=[C:23]4[C:24]=3[C:5](=[C:6]3[C:16]5=[C:17]4[C:18]([OH:22])=[CH:19][C:20]([OH:21])=[C:15]5[C:13](=[O:14])[C:12]4[C:11]([OH:37])=[CH:10][C:9]([CH3:38])=[CH:8][C:7]3=4)[C:4]=2[CH:3]=1.